From a dataset of Catalyst prediction with 721,799 reactions and 888 catalyst types from USPTO. Predict which catalyst facilitates the given reaction. (1) The catalyst class is: 17. Product: [Cl:17][C:18]1[C:19]([N:24]2[C:28]([C:8]3[O:7][C:5](=[O:6])[C:4]4[CH:11]=[C:12]([N+:14]([O-:16])=[O:15])[CH:13]=[C:2]([CH3:1])[C:3]=4[N:9]=3)=[CH:27][C:26]([C:32]([F:35])([F:33])[F:34])=[N:25]2)=[N:20][CH:21]=[CH:22][CH:23]=1. Reactant: [CH3:1][C:2]1[CH:13]=[C:12]([N+:14]([O-:16])=[O:15])[CH:11]=[C:4]2[C:5]([O:7][C:8](=O)[NH:9][C:3]=12)=[O:6].[Cl:17][C:18]1[C:19]([N:24]2[C:28](C(Cl)=O)=[CH:27][C:26]([C:32]([F:35])([F:34])[F:33])=[N:25]2)=[N:20][CH:21]=[CH:22][CH:23]=1. (2) Reactant: [Br:1][C:2]1[CH:3]=[C:4]([CH:8]([OH:10])[CH3:9])[CH:5]=[N:6][CH:7]=1.[C:11]([O:14][CH:15]=[CH2:16])(=[O:13])[CH3:12]. Product: [Br:1][C:2]1[CH:3]=[C:4]([C@@H:8]([OH:10])[CH3:9])[CH:5]=[N:6][CH:7]=1.[C:11]([O:14][C@@H:15]([C:4]1[CH:5]=[N:6][CH:7]=[C:2]([Br:1])[CH:3]=1)[CH3:16])(=[O:13])[CH3:12]. The catalyst class is: 28.